From a dataset of Reaction yield outcomes from USPTO patents with 853,638 reactions. Predict the reaction yield, written as a fraction of the theoretical maximum amount of product (1.0 means a 100% yield; for example, 0.34 means a 34% yield). (1) The reactants are FC1C(C)=NC2C(N=1)=C([C:12]1[NH:20][C:19]3[CH2:18][CH2:17][NH:16][C:15](=[O:21])[C:14]=3[CH:13]=1)C=CC=2.NC1CCCCC1O. No catalyst specified. The product is [NH:20]1[C:19]2[CH2:18][CH2:17][NH:16][C:15](=[O:21])[C:14]=2[CH:13]=[CH:12]1. The yield is 0.240. (2) The reactants are [Cl:1][C:2]1[C:3]([F:31])=[C:4]([CH:8]2[C:12]([C:15]3[CH:20]=[CH:19][C:18]([Cl:21])=[CH:17][C:16]=3[F:22])([C:13]#[N:14])[CH:11]([CH2:23][C:24]([CH3:27])([CH3:26])[CH3:25])[NH:10][CH:9]2[C:28]([OH:30])=O)[CH:5]=[CH:6][CH:7]=1.C([N:35]([CH:38](C)C)CC)(C)C.[CH:41]1[CH:42]=[CH:43][C:44]2N(O)N=N[C:45]=2[CH:46]=1.CN([C:54]([O:58]N1N=NC2C=CC=CC1=2)=[N+](C)C)C.F[P-](F)(F)(F)(F)F.CN(C)[CH:77]=[O:78]. No catalyst specified. The product is [CH3:77][O:78][C:54]([CH:41]1[CH2:42][CH2:43][CH:44]([CH2:38][NH:35][C:28]([C@H:9]2[C@H:8]([C:4]3[CH:5]=[CH:6][CH:7]=[C:2]([Cl:1])[C:3]=3[F:31])[C@:12]([C:15]3[CH:20]=[CH:19][C:18]([Cl:21])=[CH:17][C:16]=3[F:22])([C:13]#[N:14])[C@H:11]([CH2:23][C:24]([CH3:25])([CH3:26])[CH3:27])[NH:10]2)=[O:30])[CH2:45][CH2:46]1)=[O:58]. The yield is 0.790. (3) The reactants are [Cl:1][C:2]1[CH:7]=[CH:6][CH:5]=[CH:4][C:3]=1/[CH:8]=[CH:9]/[CH3:10].CC[C@H]1[C@H]2C[C@H]([C@H](OC3C4C(=CC=CC=4)C(O[C@H](C4C=CN=C5C=4C=C(OC)C=C5)[C@@H]4N5C[C@H](CC)[C@@H](CC5)C4)=NN=3)C3C=CN=C4C=3C=C([O:32]C)C=C4)N(CC2)C1.CS(N)(=O)=O.CC(O)(C)C.[OH2:79]. No catalyst specified. The product is [Cl:1][C:2]1[CH:7]=[CH:6][CH:5]=[CH:4][C:3]=1[C@@H:8]([OH:32])[C@H:9]([OH:79])[CH3:10]. The yield is 0.900. (4) The reactants are [OH:1][C:2]1[CH:3]=[C:4]([CH2:8][C:9]([OH:11])=[O:10])[CH:5]=[CH:6][CH:7]=1.[C:12](OC(=O)C)(=[O:14])[CH3:13]. The catalyst is N1C=CC=CC=1. The product is [C:12]([O:1][C:2]1[CH:3]=[C:4]([CH2:8][C:9]([OH:11])=[O:10])[CH:5]=[CH:6][CH:7]=1)(=[O:14])[CH3:13]. The yield is 0.900. (5) The reactants are [CH:1]1[N:5]=[CH:4][N:3]([CH2:6][C:7]([P:13]([OH:16])([OH:15])=[O:14])([P:9]([OH:12])([OH:11])=[O:10])[OH:8])[CH:2]=1.CN(C=O)C.[OH-].[Na+:23].O. The catalyst is CO. The product is [CH:1]1[N:5]=[CH:4][N:3]([CH2:6][C:7]([P:9]([O-:12])([O-:11])=[O:10])([P:13]([O-:15])([OH:16])=[O:14])[OH:8])[CH:2]=1.[Na+:23].[Na+:23].[Na+:23]. The yield is 0.840. (6) The reactants are Cl[C:2]([O:4][CH2:5][C:6]1[CH:11]=[CH:10][CH:9]=[CH:8][CH:7]=1)=[O:3].[CH3:12][O:13][C:14](=[O:24])[C@@H:15]([NH:17][CH2:18][CH:19]([O:22][CH3:23])[O:20][CH3:21])[CH3:16].C(=O)([O-])O.[Na+]. The catalyst is CC(C)=O.O. The product is [CH3:12][O:13][C:14](=[O:24])[C@@H:15]([N:17]([C:2]([O:4][CH2:5][C:6]1[CH:11]=[CH:10][CH:9]=[CH:8][CH:7]=1)=[O:3])[CH2:18][CH:19]([O:22][CH3:23])[O:20][CH3:21])[CH3:16]. The yield is 0.720. (7) The reactants are C([Sn](CCCC)(CCCC)[CH2:6][O:7][CH2:8][O:9][CH3:10])CCC.[Li]CCCC.[Br:24][C:25]1[CH:30]=[CH:29][C:28]([NH:31][C:32]2[C:33]([CH:43]=[O:44])=[CH:34][C:35]3[N:39]([CH3:40])[CH:38]=[N:37][C:36]=3[C:41]=2[F:42])=[C:27]([Cl:45])[CH:26]=1. The catalyst is C1COCC1. The product is [Br:24][C:25]1[CH:30]=[CH:29][C:28]([NH:31][C:32]2[C:33]([CH:43]([OH:44])[CH2:6][O:7][CH2:8][O:9][CH3:10])=[CH:34][C:35]3[N:39]([CH3:40])[CH:38]=[N:37][C:36]=3[C:41]=2[F:42])=[C:27]([Cl:45])[CH:26]=1. The yield is 0.640. (8) The reactants are [Cl:1][C:2]1[C:7](/[CH:8]=[N:9]/[C:10]2[C:15]([F:16])=[C:14]([O:17][CH3:18])[CH:13]=[C:12]([O:19][CH3:20])[C:11]=2[F:21])=[CH:6][N:5]=[C:4]2[NH:22][CH:23]=[CH:24][C:3]=12.[H-].[H-].[H-].[H-].[Li+].[Al+3]. The catalyst is O1CCCC1. The product is [Cl:1][C:2]1[C:7]([CH2:8][NH:9][C:10]2[C:15]([F:16])=[C:14]([O:17][CH3:18])[CH:13]=[C:12]([O:19][CH3:20])[C:11]=2[F:21])=[CH:6][N:5]=[C:4]2[NH:22][CH:23]=[CH:24][C:3]=12. The yield is 0.715. (9) The reactants are [C:1]([O:9][CH2:10][CH3:11])(=[O:8])[CH2:2][C:3]([O:5][CH2:6][CH3:7])=[O:4].C(=O)([O-])[O-].[K+].[K+].Br[CH2:19][CH2:20]Br. The catalyst is CN(C=O)C.CCCC[N+](CCCC)(CCCC)CCCC.[I-]. The product is [C:2]1([C:3]([O:5][CH2:6][CH3:7])=[O:4])([C:1]([O:9][CH2:10][CH3:11])=[O:8])[CH2:20][CH2:19]1. The yield is 0.887. (10) The reactants are [C:1]1([CH3:21])[CH:6]=[C:5]([CH3:7])[CH:4]=[C:3]([CH3:8])[C:2]=1[NH:9][C:10]1[N:14]([CH3:15])[C:13]2[C:16]([NH2:20])=[CH:17][CH:18]=[CH:19][C:12]=2[N:11]=1.[CH:22](=O)[CH2:23][CH3:24].[BH3-][C:27]#N.[Na+].[C:30](O)(=O)[CH3:31]. The catalyst is CO.C(OCC)(=O)C. The product is [C:1]1([CH3:21])[CH:6]=[C:5]([CH3:7])[CH:4]=[C:3]([CH3:8])[C:2]=1[NH:9][C:10]1[N:14]([CH3:15])[C:13]2[C:16]([N:20]([CH2:27][CH2:30][CH3:31])[CH2:22][CH2:23][CH3:24])=[CH:17][CH:18]=[CH:19][C:12]=2[N:11]=1. The yield is 0.700.